From a dataset of Reaction yield outcomes from USPTO patents with 853,638 reactions. Predict the reaction yield, written as a fraction of the theoretical maximum amount of product (1.0 means a 100% yield; for example, 0.34 means a 34% yield). (1) The reactants are C(OC([NH:8][CH2:9][CH:10]1[CH2:15][CH2:14][N:13]([CH2:16][C:17]2([C:21]([OH:23])=[O:22])[CH2:20][CH2:19][CH2:18]2)[CH2:12][CH2:11]1)=O)(C)(C)C.[CH3:24][C:25]1[CH:26]=[CH:27][C:28]([S:31]([OH:34])(=[O:33])=[O:32])=[CH:29][CH:30]=1.O.CCN(CC)CC. The catalyst is C1COCC1. The product is [CH3:24][C:25]1[CH:26]=[CH:27][C:28]([S:31]([OH:34])(=[O:33])=[O:32])=[CH:29][CH:30]=1.[NH2:8][CH2:9][CH:10]1[CH2:15][CH2:14][N:13]([CH2:16][C:17]2([C:21]([OH:23])=[O:22])[CH2:20][CH2:19][CH2:18]2)[CH2:12][CH2:11]1. The yield is 0.960. (2) The reactants are CC1(C)C(C)(C)OB([C:9]2[CH:14]=[CH:13][C:12]([NH:15][C:16](=[O:22])[O:17][C:18]([CH3:21])([CH3:20])[CH3:19])=[CH:11][CH:10]=2)O1.Br[C:25]1[N:29]=[CH:28][N:27]([C:30]2[CH:35]=[CH:34][C:33]([O:36][C:37]([F:43])([F:42])[C:38]([F:41])([F:40])[F:39])=[CH:32][CH:31]=2)[N:26]=1.C([O-])(O)=O.[Na+].O1CCOCC1. The catalyst is C1C=CC([P]([Pd]([P](C2C=CC=CC=2)(C2C=CC=CC=2)C2C=CC=CC=2)([P](C2C=CC=CC=2)(C2C=CC=CC=2)C2C=CC=CC=2)[P](C2C=CC=CC=2)(C2C=CC=CC=2)C2C=CC=CC=2)(C2C=CC=CC=2)C2C=CC=CC=2)=CC=1.O. The product is [F:43][C:37]([F:42])([O:36][C:33]1[CH:34]=[CH:35][C:30]([N:27]2[CH:28]=[N:29][C:25]([C:9]3[CH:10]=[CH:11][C:12]([NH:15][C:16](=[O:22])[O:17][C:18]([CH3:19])([CH3:20])[CH3:21])=[CH:13][CH:14]=3)=[N:26]2)=[CH:31][CH:32]=1)[C:38]([F:41])([F:40])[F:39]. The yield is 0.660. (3) The reactants are [Cl:1][C:2]1[CH:3]=[C:4]([CH:26]=[CH:27][C:28]=1[F:29])[NH:5][C:6]1[C:15]2[C:10](=[CH:11][C:12]([O:24][CH3:25])=[CH:13][C:14]=2[O:16][CH2:17][C@@H:18]2[NH:22][CH2:21][C@H:20]([OH:23])[CH2:19]2)[N:9]=[CH:8][N:7]=1.[C:30](O)(=[O:33])[CH2:31][OH:32]. No catalyst specified. The product is [Cl:1][C:2]1[CH:3]=[C:4]([CH:26]=[CH:27][C:28]=1[F:29])[NH:5][C:6]1[C:15]2[C:10](=[CH:11][C:12]([O:24][CH3:25])=[CH:13][C:14]=2[O:16][CH2:17][C@@H:18]2[N:22]([C:31](=[O:32])[CH2:30][OH:33])[CH2:21][C@H:20]([OH:23])[CH2:19]2)[N:9]=[CH:8][N:7]=1. The yield is 0.460. (4) The reactants are Cl.[Cl:2][C:3]1[C:4]([F:28])=[C:5]([CH:25]=[CH:26][CH:27]=1)[NH:6][C:7]1[C:16]2[C:11](=[CH:12][C:13]([O:23][CH3:24])=[C:14]([O:17][C@@H:18]3[CH2:22][CH2:21][NH:20][CH2:19]3)[CH:15]=2)[N:10]=[CH:9][N:8]=1.[CH3:29][S:30](Cl)(=[O:32])=[O:31]. The catalyst is ClCCl.N1C=CC=CC=1.C(N(C(C)C)CC)(C)C. The product is [Cl:2][C:3]1[C:4]([F:28])=[C:5]([CH:25]=[CH:26][CH:27]=1)[NH:6][C:7]1[C:16]2[C:11](=[CH:12][C:13]([O:23][CH3:24])=[C:14]([O:17][C@@H:18]3[CH2:22][CH2:21][N:20]([S:30]([CH3:29])(=[O:32])=[O:31])[CH2:19]3)[CH:15]=2)[N:10]=[CH:9][N:8]=1. The yield is 0.740. (5) The yield is 0.960. The reactants are [CH2:1]([N:3]1[C:11]2[C:10](=[O:12])[NH:9][C:8]([C:13]3[CH:18]=[C:17]([S:19]([N:22]4[CH2:27][CH2:26][N:25]([CH2:28][CH2:29][OH:30])[CH2:24][CH2:23]4)(=[O:21])=[O:20])[CH:16]=[CH:15][C:14]=3[O:31][CH2:32][CH2:33][CH3:34])=[N:7][C:6]=2[C:5]([CH2:35][CH2:36][CH3:37])=[CH:4]1)[CH3:2].[C:38](O[C:38](=[O:41])[CH2:39][CH3:40])(=[O:41])[CH2:39][CH3:40].C(OC(=O)C)(=O)C. No catalyst specified. The product is [CH2:1]([N:3]1[C:11]2[C:10](=[O:12])[NH:9][C:8]([C:13]3[CH:18]=[C:17]([S:19]([N:22]4[CH2:23][CH2:24][N:25]([CH2:28][CH2:29][O:30][C:38](=[O:41])[CH2:39][CH3:40])[CH2:26][CH2:27]4)(=[O:20])=[O:21])[CH:16]=[CH:15][C:14]=3[O:31][CH2:32][CH2:33][CH3:34])=[N:7][C:6]=2[C:5]([CH2:35][CH2:36][CH3:37])=[CH:4]1)[CH3:2]. (6) The reactants are [CH2:1]([O:3][C:4]([C:6]1[S:10][C:9](N)=[N:8][C:7]=1[CH:12]([CH3:14])[CH3:13])=[O:5])[CH3:2].[Br-:15].[Na+].S(=O)(=O)(O)O.N([O-])=O.[Na+]. The product is [CH2:1]([O:3][C:4]([C:6]1[S:10][C:9]([Br:15])=[N:8][C:7]=1[CH:12]([CH3:14])[CH3:13])=[O:5])[CH3:2]. The yield is 0.580. The catalyst is O.O.O.O.O.O.S([O-])([O-])(=O)=O.[Cu+2]. (7) The product is [C:12]([N:15]1[CH2:20][CH2:19][CH:18]([CH2:21][C:22]2[CH:27]=[CH:26][C:25]([S:28]([NH:4][CH2:1][CH2:2][CH3:3])(=[O:30])=[O:29])=[CH:24][CH:23]=2)[CH2:17][CH2:16]1)(=[O:14])[CH3:13]. The yield is 0.710. The catalyst is C1COCC1. The reactants are [CH2:1]([NH2:4])[CH2:2][CH3:3].C(N(CC)CC)C.[C:12]([N:15]1[CH2:20][CH2:19][CH:18]([CH2:21][C:22]2[CH:27]=[CH:26][C:25]([S:28](Cl)(=[O:30])=[O:29])=[CH:24][CH:23]=2)[CH2:17][CH2:16]1)(=[O:14])[CH3:13].Cl.